This data is from Forward reaction prediction with 1.9M reactions from USPTO patents (1976-2016). The task is: Predict the product of the given reaction. (1) Given the reactants B([O-])[O-].Br[C:5]1[CH:10]=[CH:9][C:8]([C@@H:11]2[C@@H:13]([C:14]3[CH:19]=[CH:18][CH:17]=[CH:16][CH:15]=3)[C@H:12]2[C:20]([O:22][CH3:23])=[O:21])=[CH:7][CH:6]=1.Cl[C:25]1[N:30]=[CH:29][CH:28]=[CH:27][N:26]=1, predict the reaction product. The product is: [CH3:23][O:22][C:20]([C@H:12]1[C@H:11]([C:8]2[CH:9]=[CH:10][C:5]([C:25]3[N:30]=[CH:29][CH:28]=[CH:27][N:26]=3)=[CH:6][CH:7]=2)[C@H:13]1[C:14]1[CH:19]=[CH:18][CH:17]=[CH:16][CH:15]=1)=[O:21]. (2) Given the reactants [CH:1]1([N:4]2[C:8]3[N:9]=[N:10][CH:11]=[C:12]([C:13]4[CH:18]=[CH:17][C:16]([F:19])=[CH:15][CH:14]=4)[C:7]=3[N:6]=[CH:5]2)[CH2:3][CH2:2]1.[Br:20]N1C(C)(C)C(=O)N(Br)C1=O, predict the reaction product. The product is: [Br:20][C:15]1[CH:14]=[C:13]([C:12]2[C:7]3[N:6]=[CH:5][N:4]([CH:1]4[CH2:3][CH2:2]4)[C:8]=3[N:9]=[N:10][CH:11]=2)[CH:18]=[CH:17][C:16]=1[F:19]. (3) Given the reactants [CH3:1][N:2]1[CH2:7][CH2:6][CH:5]([O:8][C:9]2[CH:10]=[C:11]([CH:14]=[CH:15][CH:16]=2)[CH2:12][NH2:13])[CH2:4][CH2:3]1.[O:17]([C:24]1[CH:25]=[CH:26][CH:27]=[C:28]([CH:31]=1)C=O)[C:18]1[CH:23]=[CH:22][CH:21]=[CH:20][CH:19]=1.[C:32]([BH3-])#N.[Na+], predict the reaction product. The product is: [CH3:1][N:2]1[CH2:7][CH2:6][CH:5]([O:8][C:9]2[CH:10]=[C:11]([CH:14]=[CH:15][CH:16]=2)[CH2:12][NH:13][CH2:32][C:27]2[CH:28]=[CH:31][C:24]([O:17][C:18]3[CH:19]=[CH:20][CH:21]=[CH:22][CH:23]=3)=[CH:25][CH:26]=2)[CH2:4][CH2:3]1. (4) Given the reactants [Cl:1][C:2]1[C:3]([N:27]([CH:29]([CH3:31])[CH3:30])[CH3:28])=[CH:4][C:5]2[N:11]=[C:10]([C:12]3[CH:17]=[CH:16][CH:15]=[C:14]([N:18]4[C:22]([CH2:23]O)=[CH:21][N:20]=[N:19]4)[CH:13]=3)[CH2:9][C:8](=[O:25])[NH:7][C:6]=2[CH:26]=1.S(Cl)(Cl)=O.[Cl-].[CH:37]1([NH2:42])[CH2:41][CH2:40][CH2:39][CH2:38]1, predict the reaction product. The product is: [Cl:1][C:2]1[C:3]([N:27]([CH:29]([CH3:31])[CH3:30])[CH3:28])=[CH:4][C:5]2[N:11]=[C:10]([C:12]3[CH:17]=[CH:16][CH:15]=[C:14]([N:18]4[C:22]([CH2:23][NH:42][CH:37]5[CH2:41][CH2:40][CH2:39][CH2:38]5)=[CH:21][N:20]=[N:19]4)[CH:13]=3)[CH2:9][C:8](=[O:25])[NH:7][C:6]=2[CH:26]=1.